Dataset: Catalyst prediction with 721,799 reactions and 888 catalyst types from USPTO. Task: Predict which catalyst facilitates the given reaction. (1) Reactant: [CH3:1][C:2]1[CH2:3][C:4]2[C:9]([CH:10]=1)=[C:8]([C:11]1[CH:16]=[C:15]([C:17]([CH3:20])([CH3:19])[CH3:18])[CH:14]=[C:13]([C:21]([CH3:24])([CH3:23])[CH3:22])[CH:12]=1)[C:7]([CH3:25])=[CH:6][CH:5]=2.[Li:26]CCCC. Product: [CH3:1][C:2]1[CH-:3][C:4]2[C:9]([CH:10]=1)=[C:8]([C:11]1[CH:12]=[C:13]([C:21]([CH3:22])([CH3:23])[CH3:24])[CH:14]=[C:15]([C:17]([CH3:20])([CH3:19])[CH3:18])[CH:16]=1)[C:7]([CH3:25])=[CH:6][CH:5]=2.[Li+:26]. The catalyst class is: 605. (2) Reactant: C(O[C:9]1[CH:17]=[CH:16][C:15]2[N:14]([S:18]([C:21]3[CH:26]=[CH:25][CH:24]=[CH:23][CH:22]=3)(=[O:20])=[O:19])[CH:13]=[CH:12][C:11]=2[C:10]=1[CH:27]=[O:28])C1C=CC=CC=1.[CH3:29][NH:30][CH2:31][CH2:32][OH:33].C(O[BH-](OC(=O)C)OC(=O)C)(=O)C.[Na+].N#N. Product: [OH:33][CH2:32][CH2:31][N:30]([CH2:9][C:10]1[C:27]([OH:28])=[CH:17][CH:16]=[C:15]2[C:11]=1[CH:12]=[CH:13][N:14]2[S:18]([C:21]1[CH:26]=[CH:25][CH:24]=[CH:23][CH:22]=1)(=[O:20])=[O:19])[CH3:29]. The catalyst class is: 26. (3) Reactant: [CH:1]([C:3]1[CH:4]=[C:5]([CH:10]=[CH:11][CH:12]=1)[C:6]([O:8][CH3:9])=[O:7])=O.[NH:13]1[C:17]2[CH:18]=[CH:19][CH:20]=[CH:21][C:16]=2[N:15]=[N:14]1.[CH2:22]([N:25]1[CH2:30][C@@H:29]([CH3:31])[NH:28][CH2:27][C@@H:26]1[CH3:32])[CH:23]=[CH2:24].C1(C)C=CC=CC=1. The catalyst class is: 66. Product: [CH3:9][O:8][C:6](=[O:7])[C:5]1[CH:10]=[CH:11][CH:12]=[C:3]([C@@H:1]([N:28]2[CH2:27][C@@H:26]([CH3:32])[N:25]([CH2:22][CH:23]=[CH2:24])[CH2:30][C@@H:29]2[CH3:31])[N:13]2[C:17]3[CH:18]=[CH:19][CH:20]=[CH:21][C:16]=3[N:15]=[N:14]2)[CH:4]=1. (4) Reactant: [Br:1][C:2]1[C:3](Cl)=[N:4][C:5]([Cl:8])=[N:6][CH:7]=1.[CH2:10]([NH2:14])[CH:11]([CH3:13])[CH3:12].CCCCCC. Product: [Br:1][C:2]1[C:3]([NH:14][CH2:10][CH:11]([CH3:13])[CH3:12])=[N:4][C:5]([Cl:8])=[N:6][CH:7]=1. The catalyst class is: 191. (5) Reactant: [CH3:1][C@H:2]1[CH2:7][CH2:6][C@H:5]([CH2:8]O)[CH2:4][CH2:3]1.C(Br)(Br)(Br)[Br:11].C1C=CC(P(C2C=CC=CC=2)C2C=CC=CC=2)=CC=1. The catalyst class is: 4. Product: [Br:11][CH2:8][C@H:5]1[CH2:6][CH2:7][C@H:2]([CH3:1])[CH2:3][CH2:4]1. (6) The catalyst class is: 7. Product: [Cl:1][C:2]1[CH:7]=[C:6]([C:8]2[O:12][N:11]=[C:10]([CH3:13])[C:9]=2[C:14]([OH:16])=[O:15])[CH:5]=[CH:4][N:3]=1. Reactant: [Cl:1][C:2]1[CH:7]=[C:6]([C:8]2[O:12][N:11]=[C:10]([CH3:13])[C:9]=2[C:14]([O:16]CC)=[O:15])[CH:5]=[CH:4][N:3]=1.C(O)C.[OH-].[Na+].O. (7) Reactant: [Li+].CC([N-]C(C)C)C.[C:9]([O:14][CH2:15][CH3:16])(=[O:13])[CH:10]([CH3:12])[CH3:11].Br[CH2:18][CH2:19][CH2:20][CH2:21][CH2:22][CH2:23][CH2:24][Br:25]. Product: [Br:25][CH2:24][CH2:23][CH2:22][CH2:21][CH2:20][CH2:19][CH2:18][C:10]([CH3:12])([CH3:11])[C:9]([O:14][CH2:15][CH3:16])=[O:13]. The catalyst class is: 1.